Dataset: HIV replication inhibition screening data with 41,000+ compounds from the AIDS Antiviral Screen. Task: Binary Classification. Given a drug SMILES string, predict its activity (active/inactive) in a high-throughput screening assay against a specified biological target. (1) The result is 0 (inactive). The compound is Cc1ccn2c(c1)nc1nc3ccccc3nc12. (2) The drug is CC(=O)Nc1cc2cc(NC=C(C#N)C#N)ccc2oc1=O. The result is 0 (inactive). (3) The compound is O=C(O)c1ccc(N=Nc2ccc(C=Cc3ccc(N=Nc4ccc(C(=O)O)cc4O)cc3S(=O)(=O)O)c(S(=O)(=O)O)c2)c(O)c1.[NaH]. The result is 0 (inactive). (4) The compound is Clc1nc(Cl)nc(NC23CC4CC(CC(C4)C2)C3)n1. The result is 0 (inactive). (5) The drug is O=C(CC(=O)Nc1cccc(C(=O)O)c1)Nc1cccc(C(=O)O)c1. The result is 0 (inactive). (6) The molecule is Cc1cc(C(O)(c2cc(C)c(O)c(C(=O)O)c2)c2cc(C)c(O)c(C(=O)O)c2)cc(C(=O)O)c1O. The result is 0 (inactive). (7) The molecule is O=c1c2cc3c(=O)n(CCc4ccccc4CO)c(=O)c3cc2c(=O)n1CCc1ccccc1CO. The result is 0 (inactive).